This data is from Forward reaction prediction with 1.9M reactions from USPTO patents (1976-2016). The task is: Predict the product of the given reaction. (1) Given the reactants Cl.[CH3:2][O:3][C:4]([C:6]1[N:7]([C:20]2[CH:25]=[CH:24][CH:23]=[CH:22][CH:21]=2)[C:8]2[C:13]([C:14](=[O:18])[C:15]=1[CH2:16][NH2:17])=[CH:12][CH:11]=[C:10]([Cl:19])[CH:9]=2)=[O:5].[Cl:26][C:27]1[CH:35]=[CH:34][C:30]([C:31](Cl)=[O:32])=[CH:29][CH:28]=1.C(N(CC)C(C)C)(C)C, predict the reaction product. The product is: [CH3:2][O:3][C:4]([C:6]1[N:7]([C:20]2[CH:25]=[CH:24][CH:23]=[CH:22][CH:21]=2)[C:8]2[C:13]([C:14](=[O:18])[C:15]=1[CH2:16][NH:17][C:31](=[O:32])[C:30]1[CH:34]=[CH:35][C:27]([Cl:26])=[CH:28][CH:29]=1)=[CH:12][CH:11]=[C:10]([Cl:19])[CH:9]=2)=[O:5]. (2) Given the reactants [NH2:1][CH2:2][C@H:3]1[N:10]([C:11]([C:13]2[N:14]=[C:15]([CH3:25])[S:16][C:17]=2[C:18]2[CH:19]=[C:20]([CH3:24])[CH:21]=[CH:22][CH:23]=2)=[O:12])[CH2:9][C@H:8]2[C@@H:4]1[CH2:5][CH:6]([CH3:26])[CH2:7]2.[F:27][C:28]([F:39])([F:38])[C:29]1[N:34]=[C:33]([C:35](O)=[O:36])[CH:32]=[CH:31][CH:30]=1, predict the reaction product. The product is: [CH3:26][CH:6]1[CH2:5][C@H:4]2[C@H:8]([CH2:9][N:10]([C:11]([C:13]3[N:14]=[C:15]([CH3:25])[S:16][C:17]=3[C:18]3[CH:19]=[C:20]([CH3:24])[CH:21]=[CH:22][CH:23]=3)=[O:12])[C@@H:3]2[CH2:2][NH:1][C:35]([C:33]2[CH:32]=[CH:31][CH:30]=[C:29]([C:28]([F:39])([F:27])[F:38])[N:34]=2)=[O:36])[CH2:7]1. (3) Given the reactants [CH3:1][O:2][C:3]([C@@H:5]1[CH2:18][C:17]2[CH:16]=[C:15]3[C:10]([O:11][C@@H:12]([C:21]4[CH:26]=[CH:25][C:24]([O:27][CH2:28][C:29]5[CH:34]=[CH:33][C:32]([Cl:35])=[C:31]([Cl:36])[CH:30]=5)=[CH:23][CH:22]=4)[C:13](=[O:20])[N:14]3[CH3:19])=[CH:9][C:8]=2[CH2:7][N:6]1C(OC(C)(C)C)=O)=[O:4].C(=O)([O-])[O-].[Na+].[Na+], predict the reaction product. The product is: [CH3:1][O:2][C:3]([C@@H:5]1[CH2:18][C:17]2[CH:16]=[C:15]3[C:10]([O:11][C@@H:12]([C:21]4[CH:22]=[CH:23][C:24]([O:27][CH2:28][C:29]5[CH:34]=[CH:33][C:32]([Cl:35])=[C:31]([Cl:36])[CH:30]=5)=[CH:25][CH:26]=4)[C:13](=[O:20])[N:14]3[CH3:19])=[CH:9][C:8]=2[CH2:7][NH:6]1)=[O:4]. (4) Given the reactants [OH:1][C:2]1[CH:3]=[C:4]2[C:9](=[CH:10][CH:11]=1)[N:8]=[C:7]([CH2:12][CH:13]([CH3:15])[CH3:14])[C:6]([CH2:16][NH:17][C:18](=[O:24])[O:19][C:20]([CH3:23])([CH3:22])[CH3:21])=[C:5]2[C:25]1[CH:30]=[CH:29][C:28]([CH3:31])=[CH:27][CH:26]=1.[H-].[Na+].C1C=CC(N([S:41]([C:44]([F:47])([F:46])[F:45])(=[O:43])=[O:42])[S:41]([C:44]([F:47])([F:46])[F:45])(=[O:43])=[O:42])=CC=1.O, predict the reaction product. The product is: [F:45][C:44]([F:47])([F:46])[S:41]([O:1][C:2]1[CH:3]=[C:4]2[C:9](=[CH:10][CH:11]=1)[N:8]=[C:7]([CH2:12][CH:13]([CH3:15])[CH3:14])[C:6]([CH2:16][NH:17][C:18]([O:19][C:20]([CH3:23])([CH3:21])[CH3:22])=[O:24])=[C:5]2[C:25]1[CH:26]=[CH:27][C:28]([CH3:31])=[CH:29][CH:30]=1)(=[O:43])=[O:42].